From a dataset of Full USPTO retrosynthesis dataset with 1.9M reactions from patents (1976-2016). Predict the reactants needed to synthesize the given product. (1) Given the product [CH3:18][CH:4]([CH3:3])[C:5](=[O:17])[CH2:6][C:7]([O:9][CH2:10][CH2:11][CH2:12][CH3:13])=[O:8], predict the reactants needed to synthesize it. The reactants are: [OH-].[Na+].[CH3:3][CH:4]([CH3:18])[C:5](=[O:17])[CH:6](C(=O)C)[C:7]([O:9][CH2:10][CH2:11][CH2:12][CH3:13])=[O:8].Cl.C(OCC)C. (2) The reactants are: C([O:8][N:9]([CH2:12][C@@H:13]([CH2:17][CH2:18][CH2:19][CH3:20])[C:14](O)=[O:15])[CH:10]=[O:11])C1C=CC=CC=1.[NH:21]1[CH2:25][CH2:24][CH2:23][C@H:22]1[C:26]1[NH:27][C:28]2[CH:34]=[C:33]([NH:35][C:36]([C:38]3[CH:43]=[N:42][CH:41]=[CH:40][N:39]=3)=[O:37])[CH:32]=[CH:31][C:29]=2[N:30]=1. Given the product [CH:10]([N:9]([CH2:12][C@@H:13]([CH2:17][CH2:18][CH2:19][CH3:20])[C:14]([N:21]1[CH2:25][CH2:24][CH2:23][C@H:22]1[C:26]1[NH:30][C:29]2[CH:31]=[CH:32][C:33]([NH:35][C:36]([C:38]3[CH:43]=[N:42][CH:41]=[CH:40][N:39]=3)=[O:37])=[CH:34][C:28]=2[N:27]=1)=[O:15])[OH:8])=[O:11], predict the reactants needed to synthesize it. (3) Given the product [F:14][C:4]1[CH:5]=[CH:6][C:7]([O:9][C:10]([F:13])([F:12])[F:11])=[CH:8][C:3]=1[CH2:2][O:15][C:16]1[CH:21]=[CH:20][C:19]([C:22]2([CH2:26][C:27]([O:29][CH2:30][CH3:31])=[O:28])[CH2:23][O:24][CH2:25]2)=[CH:18][CH:17]=1, predict the reactants needed to synthesize it. The reactants are: Br[CH2:2][C:3]1[CH:8]=[C:7]([O:9][C:10]([F:13])([F:12])[F:11])[CH:6]=[CH:5][C:4]=1[F:14].[OH:15][C:16]1[CH:21]=[CH:20][C:19]([C:22]2([CH2:26][C:27]([O:29][CH2:30][CH3:31])=[O:28])[CH2:25][O:24][CH2:23]2)=[CH:18][CH:17]=1.C(=O)([O-])[O-].[Cs+].[Cs+]. (4) Given the product [CH3:8][C@H:9]([CH2:10][N:13]1[CH:11]2[CH2:10][CH2:9][C@H:8]1[CH2:7][CH:6]([CH2:1][CH2:2][CH2:3][CH2:4][CH3:5])[CH2:12]2)[CH2:22][N:23]1[C:24]2[C:3](=[CH:2][CH:1]=[CH:6][CH:7]=2)[CH2:4][CH2:5][C:25]1=[O:26], predict the reactants needed to synthesize it. The reactants are: [CH2:1]([CH:6]1[CH2:12][CH:11]2[NH:13][CH:8]([CH2:9][CH2:10]2)[CH2:7]1)[CH2:2][CH2:3][CH2:4][CH3:5].[Na+].[I-].C([O-])([O-])=O.[K+].[K+].[CH3:22][N:23]([CH:25]=[O:26])[CH3:24]. (5) Given the product [CH3:28][C:2]1([CH3:1])[CH2:7][CH2:6][C:5]([C:8]2[C:13]([NH:14][C:15]([C:17]3[NH:18][C:19]([C:22]#[N:23])=[CH:20][N:21]=3)=[O:16])=[CH:12][CH:11]=[C:10]([C:24]([CH3:26])([N:29]3[CH2:34][CH2:33][O:32][CH2:31][CH2:30]3)[CH3:25])[N:9]=2)=[CH:4][CH2:3]1, predict the reactants needed to synthesize it. The reactants are: [CH3:1][C:2]1([CH3:28])[CH2:7][CH2:6][C:5]([C:8]2[C:13]([NH:14][C:15]([C:17]3[NH:18][C:19]([C:22]#[N:23])=[CH:20][N:21]=3)=[O:16])=[CH:12][CH:11]=[C:10]([C:24](O)([CH3:26])[CH3:25])[N:9]=2)=[CH:4][CH2:3]1.[NH:29]1[CH2:34][CH2:33][O:32][CH2:31][CH2:30]1.S(Cl)(Cl)=O. (6) Given the product [CH3:1][O:2][C:3](=[O:19])[NH:4][C:5]1[S:6][C:7]2[C:13]([NH2:14])=[CH:12][CH:11]=[C:10]([O:17][CH3:18])[C:8]=2[N:9]=1, predict the reactants needed to synthesize it. The reactants are: [CH3:1][O:2][C:3](=[O:19])[NH:4][C:5]1[S:6][C:7]2[C:13]([N+:14]([O-])=O)=[CH:12][CH:11]=[C:10]([O:17][CH3:18])[C:8]=2[N:9]=1. (7) Given the product [CH2:20]([O:19][C:17](=[O:18])[NH:4][C:3]1[CH:5]=[CH:6][C:7]([F:9])=[CH:8][C:2]=1[F:1])[C:21]1[CH:26]=[CH:25][CH:24]=[CH:23][CH:22]=1, predict the reactants needed to synthesize it. The reactants are: [F:1][C:2]1[CH:8]=[C:7]([F:9])[CH:6]=[CH:5][C:3]=1[NH2:4].N1C=CC=CC=1.Cl[C:17]([O:19][CH2:20][C:21]1[CH:26]=[CH:25][CH:24]=[CH:23][CH:22]=1)=[O:18].